Dataset: Catalyst prediction with 721,799 reactions and 888 catalyst types from USPTO. Task: Predict which catalyst facilitates the given reaction. (1) Reactant: [CH2:1]([O:3][C:4]1[CH:11]=[C:10](F)[C:7]([C:8]#[N:9])=[C:6]([F:13])[CH:5]=1)[CH3:2].[NH3:14]. Product: [NH2:14][C:10]1[CH:11]=[C:4]([O:3][CH2:1][CH3:2])[CH:5]=[C:6]([F:13])[C:7]=1[C:8]#[N:9]. The catalyst class is: 8. (2) Reactant: [C:1]([C:3]1[N:4]([C:15]([O:17][C:18]([CH3:21])([CH3:20])[CH3:19])=[O:16])[C:5]2[C:10]([CH:11]=1)=[C:9]([O:12][CH3:13])[C:8]([CH3:14])=[CH:7][CH:6]=2)#[N:2].[Br:22]N1C(=O)CCC1=O.CC(N=NC(C#N)(C)C)(C#N)C. Product: [Br:22][CH2:14][C:8]1[C:9]([O:12][CH3:13])=[C:10]2[C:5](=[CH:6][CH:7]=1)[N:4]([C:15]([O:17][C:18]([CH3:21])([CH3:20])[CH3:19])=[O:16])[C:3]([C:1]#[N:2])=[CH:11]2. The catalyst class is: 53.